This data is from KCNQ2 potassium channel screen with 302,405 compounds. The task is: Binary Classification. Given a drug SMILES string, predict its activity (active/inactive) in a high-throughput screening assay against a specified biological target. (1) The molecule is s1c(nnc1N)CCc1cc(OC)ccc1. The result is 0 (inactive). (2) The drug is S(C1CC(=O)N(C1=O)c1ccc(cc1)C(OC)=O)CC(=O)Nc1ccc(OC)cc1. The result is 0 (inactive). (3) The drug is S(c1n(c2c(OC)cccc2)c(O)cc(=O)n1)CC(=O)Nc1c2c(ccc1)cccc2. The result is 0 (inactive). (4) The compound is Brc1ccc(CSc2n(c(nn2)c2sccc2)C)cc1. The result is 0 (inactive). (5) The molecule is Fc1c(CN2C(=O)C(/NC2=O)=C\c2c(n(c(c2)C)CC)C)cccc1. The result is 0 (inactive). (6) The drug is Clc1c(S(=O)(=O)N2CC(N(CCc3ncccc3)C)CCC2)cccc1. The result is 0 (inactive).